This data is from Forward reaction prediction with 1.9M reactions from USPTO patents (1976-2016). The task is: Predict the product of the given reaction. (1) Given the reactants [F:1][C:2]1[CH:3]=[CH:4][C:5]([OH:28])=[C:6]([C:8]2[CH:13]=[CH:12][CH:11]=[C:10]([S:14]([NH:17][C:18]3[CH:26]=[CH:25][C:21]([C:22]([OH:24])=[O:23])=[C:20]([OH:27])[CH:19]=3)(=[O:16])=[O:15])[CH:9]=2)[CH:7]=1.[CH3:29][O:30][CH:31]([CH2:34][CH3:35])[CH2:32]O, predict the reaction product. The product is: [F:1][C:2]1[CH:3]=[CH:4][C:5]([OH:28])=[C:6]([C:8]2[CH:13]=[CH:12][CH:11]=[C:10]([S:14]([NH:17][C:18]3[CH:26]=[CH:25][C:21]([C:22]([O:24][CH2:32][CH:31]([O:30][CH3:29])[CH2:34][CH3:35])=[O:23])=[C:20]([OH:27])[CH:19]=3)(=[O:15])=[O:16])[CH:9]=2)[CH:7]=1. (2) Given the reactants [Br:1][C:2]1[CH:3]=[N:4][CH:5]=[C:6]([CH2:8][S:9][CH3:10])[CH:7]=1.ClC1C=C(C=CC=1)C(OO)=[O:16], predict the reaction product. The product is: [Br:1][C:2]1[CH:3]=[N:4][CH:5]=[C:6]([CH2:8][S:9]([CH3:10])=[O:16])[CH:7]=1. (3) Given the reactants [CH2:1]([S:9][C:10]1[CH:11]=[C:12]([C:15]([OH:17])=O)[NH:13][CH:14]=1)[CH2:2][C:3]1[CH:8]=[CH:7][CH:6]=[CH:5][CH:4]=1.[NH2:18][C:19]1[CH:30]=[CH:29][C:22]([O:23][CH2:24][C:25]([CH3:28])([OH:27])[CH3:26])=[C:21]([O:31][CH3:32])[CH:20]=1.C(Cl)CCl.C1C=CC2N(O)N=NC=2C=1, predict the reaction product. The product is: [OH:27][C:25]([CH3:28])([CH3:26])[CH2:24][O:23][C:22]1[CH:29]=[CH:30][C:19]([NH:18][C:15]([C:12]2[NH:13][CH:14]=[C:10]([S:9][CH2:1][CH2:2][C:3]3[CH:4]=[CH:5][CH:6]=[CH:7][CH:8]=3)[CH:11]=2)=[O:17])=[CH:20][C:21]=1[O:31][CH3:32]. (4) Given the reactants [N+:1]([C:4]1[CH:5]=[C:6]([CH:10]=[CH:11][CH:12]=1)[C:7](Cl)=[O:8])([O-])=O.C(NC(C)C)(C)C.[CH2:20]([N:22]1[CH2:26][CH2:25][CH2:24][CH:23]1[CH2:27][NH2:28])[CH3:21], predict the reaction product. The product is: [NH2:1][C:4]1[CH:5]=[C:6]([CH:10]=[CH:11][CH:12]=1)[C:7]([NH:28][CH2:27][CH:23]1[CH2:24][CH2:25][CH2:26][N:22]1[CH2:20][CH3:21])=[O:8].